From a dataset of Full USPTO retrosynthesis dataset with 1.9M reactions from patents (1976-2016). Predict the reactants needed to synthesize the given product. (1) Given the product [C:1]([O:5][C:6](=[O:19])[NH:7][CH:8]([CH2:9][C:10]1[CH:15]=[CH:14][CH:13]=[CH:12][CH:11]=1)[CH:16]([OH:17])[CH2:18][NH:24][CH2:20][CH:21]([CH3:23])[CH3:22])([CH3:4])([CH3:3])[CH3:2], predict the reactants needed to synthesize it. The reactants are: [C:1]([O:5][C:6](=[O:19])[NH:7][CH:8]([CH:16]1[CH2:18][O:17]1)[CH2:9][C:10]1[CH:15]=[CH:14][CH:13]=[CH:12][CH:11]=1)([CH3:4])([CH3:3])[CH3:2].[CH2:20]([NH2:24])[CH:21]([CH3:23])[CH3:22]. (2) Given the product [CH2:16]([N:13]1[CH:14]=[CH:15][C:11]([C:9]2[N:8]([C:18]3[CH:19]=[N:20][C:21]([CH3:24])=[CH:22][CH:23]=3)[N:7]=[C:6]([C:4]([OH:5])=[O:3])[CH:10]=2)=[CH:12]1)[CH3:17], predict the reactants needed to synthesize it. The reactants are: C([O:3][C:4]([C:6]1[CH:10]=[C:9]([C:11]2[CH:15]=[CH:14][N:13]([CH2:16][CH3:17])[CH:12]=2)[N:8]([C:18]2[CH:19]=[N:20][C:21]([CH3:24])=[CH:22][CH:23]=2)[N:7]=1)=[O:5])C.O.[OH-].[Li+]. (3) Given the product [F:1][C:2]1[CH:7]=[CH:6][C:5]([C:8]([OH:10])([CH3:12])[CH3:9])=[CH:4][C:3]=1[OH:11], predict the reactants needed to synthesize it. The reactants are: [F:1][C:2]1[CH:7]=[CH:6][C:5]([C:8](=[O:10])[CH3:9])=[CH:4][C:3]=1[OH:11].[CH3:12][Mg]Br.Cl.C(OCC)(=O)C. (4) Given the product [Cl:33][C:34]1[CH:35]=[C:36]([CH:40]=[CH:41][C:42]=1[CH3:43])[C:37]([NH:1][C:2]1[CH:3]=[C:4]2[C:8](=[CH:9][CH:10]=1)[NH:7][CH:6]=[CH:5]2)=[O:38], predict the reactants needed to synthesize it. The reactants are: [NH2:1][C:2]1[CH:3]=[C:4]2[C:8](=[CH:9][CH:10]=1)[NH:7][CH:6]=[CH:5]2.ON1C2C=CC=CC=2N=N1.Cl.CN(C)CCCN=C=NCC.[Cl:33][C:34]1[CH:35]=[C:36]([CH:40]=[CH:41][C:42]=1[CH3:43])[C:37](O)=[O:38]. (5) Given the product [CH3:1][C:2]1([CH3:32])[CH2:11][C:10]2[C:5](=[CH:6][CH:7]=[C:8]([C:12]([OH:14])=[O:13])[CH:9]=2)[NH:4][CH:3]1[C:16]1[CH:21]=[CH:20][C:19]([NH:22][C:23](=[O:31])[CH2:24][C:25]2[CH:26]=[CH:27][CH:28]=[CH:29][CH:30]=2)=[CH:18][CH:17]=1, predict the reactants needed to synthesize it. The reactants are: [CH3:1][C:2]1([CH3:32])[CH2:11][C:10]2[C:5](=[CH:6][CH:7]=[C:8]([C:12]([O:14]C)=[O:13])[CH:9]=2)[NH:4][CH:3]1[C:16]1[CH:21]=[CH:20][C:19]([NH:22][C:23](=[O:31])[CH2:24][C:25]2[CH:30]=[CH:29][CH:28]=[CH:27][CH:26]=2)=[CH:18][CH:17]=1.[OH-].[Na+]. (6) Given the product [NH2:15][C:10]1[CH:11]=[N:12][N:13]([CH3:14])[C:9]=1[CH:7]1[CH2:6][CH2:5][CH:4]([NH:18][C:19](=[O:25])[O:20][C:21]([CH3:22])([CH3:23])[CH3:24])[CH2:3][CH:2]([OH:1])[CH2:8]1, predict the reactants needed to synthesize it. The reactants are: [OH:1][CH:2]1[CH2:3][CH:4]([NH:18][C:19](=[O:25])[O:20][C:21]([CH3:24])([CH3:23])[CH3:22])[CH2:5][CH2:6][C:7]([C:9]2[N:13]([CH3:14])[N:12]=[CH:11][C:10]=2[N+:15]([O-])=O)=[CH:8]1. (7) Given the product [CH:9]1([C:6]2[N:5]=[C:4]([NH:11][C@@H:12]3[C:20]4[C:15](=[CH:16][CH:17]=[CH:18][CH:19]=4)[CH2:14][C@@H:13]3[OH:21])[C:3]([CH3:1])=[N:8][CH:7]=2)[CH2:10][CH2:23]1, predict the reactants needed to synthesize it. The reactants are: [CH2:1]([C:3]1[C:4]([NH:11][C@@H:12]2[C:20]3[C:15](=[CH:16][CH:17]=[CH:18][CH:19]=3)[CH2:14][C@@H:13]2[OH:21])=[N:5][C:6]([CH2:9][CH3:10])=[CH:7][N:8]=1)C.Cl[C:23]1C(C)=NC=C(C2CC2)N=1. (8) Given the product [CH:1]1([NH:4][C:5](=[O:30])[C:6]2[CH:11]=[CH:10][C:9]([CH3:12])=[C:8]([C:13]3[CH:14]=[C:15]4[C:20](=[CH:21][CH:22]=3)[C:19](=[O:23])[N:18]([CH2:24][CH:25]3[CH2:27][CH2:26]3)[CH:17]=[C:16]4[CH2:28][N:35]3[CH2:36][CH2:37][N:32]([CH3:31])[CH2:33][CH2:34]3)[CH:7]=2)[CH2:2][CH2:3]1, predict the reactants needed to synthesize it. The reactants are: [CH:1]1([NH:4][C:5](=[O:30])[C:6]2[CH:11]=[CH:10][C:9]([CH3:12])=[C:8]([C:13]3[CH:14]=[C:15]4[C:20](=[CH:21][CH:22]=3)[C:19](=[O:23])[N:18]([CH2:24][CH:25]3[CH2:27][CH2:26]3)[CH:17]=[C:16]4[CH:28]=O)[CH:7]=2)[CH2:3][CH2:2]1.[CH3:31][N:32]1[CH2:37][CH2:36][NH:35][CH2:34][CH2:33]1. (9) Given the product [Cl:10][C:11]1[N:16]=[C:15]([O:17][CH3:18])[C:14]([CH:19]([C:3]2[C:4]3[C:5](=[N:6][CH:7]=[CH:8][CH:9]=3)[NH:1][CH:2]=2)[OH:20])=[CH:13][CH:12]=1, predict the reactants needed to synthesize it. The reactants are: [NH:1]1[C:5]2=[N:6][CH:7]=[CH:8][CH:9]=[C:4]2[CH:3]=[CH:2]1.[Cl:10][C:11]1[N:16]=[C:15]([O:17][CH3:18])[C:14]([CH:19]=[O:20])=[CH:13][CH:12]=1.CO.[OH-].[K+].